This data is from Forward reaction prediction with 1.9M reactions from USPTO patents (1976-2016). The task is: Predict the product of the given reaction. (1) Given the reactants [O:1]=[CH:2][C@H:3]([C@@H:5]([C@@H:7]([CH2:9][OH:10])[OH:8])[OH:6])[OH:4].O=C[C@@H]([C@H]([C@H](CO)O)O)O.C(O)[C@H]1O[C@@H](O[C@H]2[C@H](O)[C@@H](O)[C@H](O)O[C@@H]2CO)[C@H](O)[C@@H](O)[C@@H]1O, predict the reaction product. The product is: [CH2:9]([OH:10])[CH:7]([OH:8])[CH:5]([OH:6])[CH:3]([OH:4])[CH2:2][OH:1]. (2) Given the reactants [CH3:1][O:2][C:3]1[CH:4]=[C:5]([NH:13][C:14]2[CH:23]=[C:22]3[C:17]([CH:18]=[CH:19][C:20]([NH2:24])=[N:21]3)=[N:16][CH:15]=2)[CH:6]=[C:7]([O:11][CH3:12])[C:8]=1[O:9][CH3:10].[CH2:25]([N:27]=[C:28]=[S:29])[CH3:26], predict the reaction product. The product is: [CH2:25]([NH:27][C:28]([NH:24][C:20]1[CH:19]=[CH:18][C:17]2[C:22](=[CH:23][C:14]([NH:13][C:5]3[CH:6]=[C:7]([O:11][CH3:12])[C:8]([O:9][CH3:10])=[C:3]([O:2][CH3:1])[CH:4]=3)=[CH:15][N:16]=2)[N:21]=1)=[S:29])[CH3:26]. (3) Given the reactants [Br:1][C:2]1[CH:7]=[CH:6][C:5]([CH3:8])=[CH:4][C:3]=1[F:9].[N+:10]([O-])([O-:12])=[O:11].[K+], predict the reaction product. The product is: [Br:1][C:2]1[CH:7]=[C:6]([N+:10]([O-:12])=[O:11])[C:5]([CH3:8])=[CH:4][C:3]=1[F:9]. (4) Given the reactants [F:1]/[C:2](/[C:15]1[CH:19]=[C:18]([CH3:20])[N:17]([CH2:21][C:22]2[CH:23]=[C:24]([CH:28]=[CH:29][CH:30]=2)[C:25]([OH:27])=O)[N:16]=1)=[CH:3]\[C:4]1[CH:9]=[CH:8][C:7]([O:10][C:11]([F:14])([F:13])[F:12])=[CH:6][CH:5]=1.[NH:31]1[CH2:36][CH2:35][O:34][CH2:33][CH2:32]1, predict the reaction product. The product is: [F:1]/[C:2](/[C:15]1[CH:19]=[C:18]([CH3:20])[N:17]([CH2:21][C:22]2[CH:23]=[C:24]([C:25]([N:31]3[CH2:36][CH2:35][O:34][CH2:33][CH2:32]3)=[O:27])[CH:28]=[CH:29][CH:30]=2)[N:16]=1)=[CH:3]\[C:4]1[CH:9]=[CH:8][C:7]([O:10][C:11]([F:13])([F:14])[F:12])=[CH:6][CH:5]=1. (5) The product is: [CH3:9][C:10]([NH2:17])([CH3:16])[CH2:11][C:12]([CH3:15])([CH3:14])[CH3:13]. Given the reactants NC1C=CC=C(C)N=1.[CH3:9][C:10]([N+:17]#[C-])([CH3:16])[CH2:11][C:12]([CH3:15])([CH3:14])[CH3:13].Cl(O)(=O)(=O)=O, predict the reaction product. (6) Given the reactants [NH2:1][C:2](=[O:29])[C@@H:3]([NH:12][C:13]([C:15]1([NH:21][C:22](=[O:28])[O:23][C:24]([CH3:27])([CH3:26])[CH3:25])[CH2:20][CH2:19][O:18][CH2:17][CH2:16]1)=[O:14])[CH2:4][C:5]1[CH:10]=[CH:9][C:8](I)=[CH:7][CH:6]=1.[CH3:30][N:31]1[C:36](=[O:37])[CH2:35][O:34][C:33]2[CH:38]=[CH:39][C:40](B3OC(C)(C)C(C)(C)O3)=[CH:41][C:32]1=2.C(=O)([O-])[O-].[Na+].[Na+], predict the reaction product. The product is: [NH2:1][C:2](=[O:29])[C@@H:3]([NH:12][C:13]([C:15]1([NH:21][C:22](=[O:28])[O:23][C:24]([CH3:27])([CH3:26])[CH3:25])[CH2:20][CH2:19][O:18][CH2:17][CH2:16]1)=[O:14])[CH2:4][C:5]1[CH:10]=[CH:9][C:8]([C:40]2[CH:39]=[CH:38][C:33]3[O:34][CH2:35][C:36](=[O:37])[N:31]([CH3:30])[C:32]=3[CH:41]=2)=[CH:7][CH:6]=1. (7) Given the reactants [OH:1][C@H:2]([CH3:15])[CH2:3][NH:4][C:5]1[C:10]([CH:11]=O)=[CH:9][N:8]=[C:7]([S:13][CH3:14])[N:6]=1.C[O:17][C:18](=O)[CH2:19][O:20][C:21]1[CH:26]=[CH:25][C:24]([F:27])=[CH:23][C:22]=1[F:28].C(=O)([O-])[O-].[K+].[K+], predict the reaction product. The product is: [F:28][C:22]1[CH:23]=[C:24]([F:27])[CH:25]=[CH:26][C:21]=1[O:20][C:19]1[C:18](=[O:17])[N:4]([CH2:3][C@H:2]([OH:1])[CH3:15])[C:5]2[N:6]=[C:7]([S:13][CH3:14])[N:8]=[CH:9][C:10]=2[CH:11]=1.